From a dataset of Forward reaction prediction with 1.9M reactions from USPTO patents (1976-2016). Predict the product of the given reaction. (1) Given the reactants C(OC([N:8]1[C:16]2[C:11](=[CH:12][C:13]([N:17](C(OC(C)(C)C)=O)[C:18]3[CH:23]=[CH:22][N:21]=[C:20]([C:24]4[CH:29]=[CH:28][CH:27]=[C:26]([O:30][CH2:31][CH:32]5[CH2:37][CH2:36][N:35](C(OC(C)(C)C)=O)[CH2:34][CH2:33]5)[CH:25]=4)[N:19]=3)=[CH:14][CH:15]=2)[CH:10]=[N:9]1)=O)(C)(C)C, predict the reaction product. The product is: [NH:35]1[CH2:36][CH2:37][CH:32]([CH2:31][O:30][C:26]2[CH:25]=[C:24]([C:20]3[N:19]=[C:18]([NH:17][C:13]4[CH:12]=[C:11]5[C:16](=[CH:15][CH:14]=4)[NH:8][N:9]=[CH:10]5)[CH:23]=[CH:22][N:21]=3)[CH:29]=[CH:28][CH:27]=2)[CH2:33][CH2:34]1. (2) Given the reactants [C:1]([C:5]1[N:9]2[N:10]=[C:11]([C:14]#[C:15][C:16]3[CH:21]=[CH:20][C:19]([F:22])=[CH:18][C:17]=3[F:23])[CH:12]=[CH:13][C:8]2=[N:7][N:6]=1)([CH3:4])([CH3:3])[CH3:2].[OH:24]S(O)(=O)=O.[OH-].[Na+], predict the reaction product. The product is: [C:1]([C:5]1[N:9]2[N:10]=[C:11]([CH2:14][C:15]([C:16]3[CH:21]=[CH:20][C:19]([F:22])=[CH:18][C:17]=3[F:23])=[O:24])[CH:12]=[CH:13][C:8]2=[N:7][N:6]=1)([CH3:4])([CH3:2])[CH3:3]. (3) Given the reactants C(OC([N:8]1[CH2:22][CH2:21][C:12]2=[C:13](O)[N:14]3[C:18]([N:19]=[C:11]2[CH2:10][CH2:9]1)=[CH:17][CH:16]=[N:15]3)=O)(C)(C)C.P(Cl)(Cl)([Cl:25])=O.CCN(C(C)C)C(C)C, predict the reaction product. The product is: [Cl:25][C:13]1[N:14]2[C:18]([N:19]=[C:11]3[CH2:10][CH2:9][NH:8][CH2:22][CH2:21][C:12]=13)=[CH:17][CH:16]=[N:15]2.[ClH:25]. (4) Given the reactants [N:1]([O-:3])=[O:2].[Na+].S(=O)(=O)(O)O.N[C:11]1[NH:15][N:14]=[C:13]([N+:16]([O-:18])=[O:17])[C:12]=1[N+:19]([O-:21])=[O:20], predict the reaction product. The product is: [N+:1]([C:11]1[C:12]([N+:19]([O-:21])=[O:20])=[C:13]([N+:16]([O-:18])=[O:17])[NH:14][N:15]=1)([O-:3])=[O:2]. (5) Given the reactants C[O:2][C:3](=[O:38])[C:4]1[CH:9]=[C:8]([CH:10]2[C:19]3[C:18](=[O:20])[CH2:17][CH:16]([CH2:21][CH2:22][CH3:23])[CH2:15][C:14]=3[NH:13][C:12]([CH3:24])=[C:11]2[C:25]#[N:26])[CH:7]=[C:6]([Br:27])[C:5]=1[O:28][CH2:29][C:30]1[CH:35]=[CH:34][CH:33]=[C:32]([O:36][CH3:37])[CH:31]=1.C(O)(=O)C, predict the reaction product. The product is: [Br:27][C:6]1[C:5]([O:28][CH2:29][C:30]2[CH:35]=[CH:34][CH:33]=[C:32]([O:36][CH3:37])[CH:31]=2)=[C:4]([CH:9]=[C:8]([CH:10]2[C:19]3[C:18](=[O:20])[CH2:17][CH:16]([CH2:21][CH2:22][CH3:23])[CH2:15][C:14]=3[NH:13][C:12]([CH3:24])=[C:11]2[C:25]#[N:26])[CH:7]=1)[C:3]([OH:38])=[O:2]. (6) Given the reactants [F:1][C:2]1[CH:3]=[CH:4][C:5]([OH:22])=[C:6]([CH:21]=1)/[CH:7]=[C:8]1/[C:9](=[O:20])[N:10]=[C:11]([N:13]2[CH2:18][CH2:17][NH:16][CH2:15][C@H:14]2[CH3:19])[S:12]/1.Br[CH:24]([OH:26])[CH3:25], predict the reaction product. The product is: [F:1][C:2]1[CH:3]=[CH:4][C:5]([OH:22])=[C:6](/[CH:7]=[C:8]2/[C:9](=[O:20])[N:10]=[C:11]([N:13]3[CH2:18][CH2:17][N:16]([CH2:25][CH2:24][OH:26])[CH2:15][C@H:14]3[CH3:19])[S:12]/2)[CH:21]=1. (7) The product is: [CH2:1]([C:8]1[NH:22][C:11]2=[N:12][CH:13]=[C:14]([C:16]#[C:17][CH2:18][CH2:19][C:20]3[S:27][C:25]([NH2:26])=[N:23][N:21]=3)[CH:15]=[C:10]2[N:9]=1)[C:2]1[CH:3]=[CH:4][CH:5]=[CH:6][CH:7]=1. Given the reactants [CH2:1]([C:8]1[NH:22][C:11]2=[N:12][CH:13]=[C:14]([C:16]#[C:17][CH2:18][CH2:19][C:20]#[N:21])[CH:15]=[C:10]2[N:9]=1)[C:2]1[CH:7]=[CH:6][CH:5]=[CH:4][CH:3]=1.[NH:23]([C:25](=[S:27])[NH2:26])N, predict the reaction product.